Task: Regression. Given two drug SMILES strings and cell line genomic features, predict the synergy score measuring deviation from expected non-interaction effect.. Dataset: NCI-60 drug combinations with 297,098 pairs across 59 cell lines (1) Drug 1: CC1C(C(CC(O1)OC2CC(CC3=C2C(=C4C(=C3O)C(=O)C5=C(C4=O)C(=CC=C5)OC)O)(C(=O)C)O)N)O.Cl. Drug 2: CC1=C(C=C(C=C1)NC(=O)C2=CC=C(C=C2)CN3CCN(CC3)C)NC4=NC=CC(=N4)C5=CN=CC=C5. Cell line: NCI-H226. Synergy scores: CSS=21.2, Synergy_ZIP=-0.717, Synergy_Bliss=8.82, Synergy_Loewe=-10.3, Synergy_HSA=7.11. (2) Drug 1: CCC1(CC2CC(C3=C(CCN(C2)C1)C4=CC=CC=C4N3)(C5=C(C=C6C(=C5)C78CCN9C7C(C=CC9)(C(C(C8N6C=O)(C(=O)OC)O)OC(=O)C)CC)OC)C(=O)OC)O.OS(=O)(=O)O. Drug 2: C1CCC(C(C1)N)N.C(=O)(C(=O)[O-])[O-].[Pt+4]. Cell line: TK-10. Synergy scores: CSS=9.10, Synergy_ZIP=1.22, Synergy_Bliss=6.47, Synergy_Loewe=2.67, Synergy_HSA=3.39. (3) Drug 1: C1CC(=O)NC(=O)C1N2CC3=C(C2=O)C=CC=C3N. Drug 2: CN(C(=O)NC(C=O)C(C(C(CO)O)O)O)N=O. Cell line: 786-0. Synergy scores: CSS=0.953, Synergy_ZIP=-2.19, Synergy_Bliss=-2.68, Synergy_Loewe=-2.17, Synergy_HSA=-2.04. (4) Drug 1: CN(C)N=NC1=C(NC=N1)C(=O)N. Drug 2: C(CN)CNCCSP(=O)(O)O. Cell line: SF-295. Synergy scores: CSS=12.8, Synergy_ZIP=-5.60, Synergy_Bliss=-4.82, Synergy_Loewe=-9.06, Synergy_HSA=-2.01. (5) Drug 1: CCC1(CC2CC(C3=C(CCN(C2)C1)C4=CC=CC=C4N3)(C5=C(C=C6C(=C5)C78CCN9C7C(C=CC9)(C(C(C8N6C)(C(=O)OC)O)OC(=O)C)CC)OC)C(=O)OC)O.OS(=O)(=O)O. Drug 2: CC(C)CN1C=NC2=C1C3=CC=CC=C3N=C2N. Cell line: HCC-2998. Synergy scores: CSS=-12.6, Synergy_ZIP=3.63, Synergy_Bliss=1.12, Synergy_Loewe=-47.4, Synergy_HSA=-6.81. (6) Drug 1: C1=CN(C(=O)N=C1N)C2C(C(C(O2)CO)O)O.Cl. Drug 2: CC(C)CN1C=NC2=C1C3=CC=CC=C3N=C2N. Cell line: U251. Synergy scores: CSS=19.9, Synergy_ZIP=-9.11, Synergy_Bliss=-2.19, Synergy_Loewe=-3.35, Synergy_HSA=-0.979.